From a dataset of TCR-epitope binding with 47,182 pairs between 192 epitopes and 23,139 TCRs. Binary Classification. Given a T-cell receptor sequence (or CDR3 region) and an epitope sequence, predict whether binding occurs between them. (1) The epitope is DRFYKTLRAEQASQEV. The TCR CDR3 sequence is CASSLVFAGGISTDTQYF. Result: 0 (the TCR does not bind to the epitope). (2) The epitope is ILGLPTQTV. The TCR CDR3 sequence is CASSQEPQGVSGYNEQFF. Result: 1 (the TCR binds to the epitope). (3) The epitope is SGPLKAEIAQRLED. The TCR CDR3 sequence is CASSQDPSRTYEQYF. Result: 0 (the TCR does not bind to the epitope). (4) The epitope is GTHWFVTQR. The TCR CDR3 sequence is CASSVILGGGGYTF. Result: 0 (the TCR does not bind to the epitope). (5) Result: 0 (the TCR does not bind to the epitope). The TCR CDR3 sequence is CASSSAGLVHEQYF. The epitope is KTWGQYWQV. (6) The epitope is RAKFKQLL. The TCR CDR3 sequence is CAGSSLNTEAFF. Result: 1 (the TCR binds to the epitope). (7) The epitope is FLNGSCGSV. The TCR CDR3 sequence is CASSFAGTEAFF. Result: 1 (the TCR binds to the epitope).